This data is from NCI-60 drug combinations with 297,098 pairs across 59 cell lines. The task is: Regression. Given two drug SMILES strings and cell line genomic features, predict the synergy score measuring deviation from expected non-interaction effect. (1) Drug 1: CC(C1=C(C=CC(=C1Cl)F)Cl)OC2=C(N=CC(=C2)C3=CN(N=C3)C4CCNCC4)N. Drug 2: CC12CCC3C(C1CCC2O)C(CC4=C3C=CC(=C4)O)CCCCCCCCCS(=O)CCCC(C(F)(F)F)(F)F. Cell line: LOX IMVI. Synergy scores: CSS=9.45, Synergy_ZIP=-1.85, Synergy_Bliss=2.01, Synergy_Loewe=0.864, Synergy_HSA=3.40. (2) Drug 1: C1CN1C2=NC(=NC(=N2)N3CC3)N4CC4. Drug 2: CC1C(C(CC(O1)OC2CC(CC3=C2C(=C4C(=C3O)C(=O)C5=C(C4=O)C(=CC=C5)OC)O)(C(=O)CO)O)N)O.Cl. Cell line: RXF 393. Synergy scores: CSS=46.5, Synergy_ZIP=-5.33, Synergy_Bliss=-0.103, Synergy_Loewe=2.17, Synergy_HSA=2.95. (3) Drug 1: CC1=CC=C(C=C1)C2=CC(=NN2C3=CC=C(C=C3)S(=O)(=O)N)C(F)(F)F. Drug 2: CC(C)NC(=O)C1=CC=C(C=C1)CNNC.Cl. Cell line: OVCAR-8. Synergy scores: CSS=-5.02, Synergy_ZIP=6.82, Synergy_Bliss=8.23, Synergy_Loewe=3.00, Synergy_HSA=-0.0223.